From a dataset of Catalyst prediction with 721,799 reactions and 888 catalyst types from USPTO. Predict which catalyst facilitates the given reaction. (1) Reactant: C(O)(=O)C.[CH3:5][C:6]1([CH3:21])[C:15]2[CH2:14][O:13][CH:12]=[CH:11][C:10]3=[CH:16][CH:17]([CH2:19][NH2:20])[O:18][B:8]([C:9]=23)[O:7]1.CCN(CC)CC.[CH3:29][C:30]([O:33][C:34](O[C:34]([O:33][C:30]([CH3:32])([CH3:31])[CH3:29])=[O:35])=[O:35])([CH3:32])[CH3:31]. Product: [CH3:5][C:6]1([CH3:21])[C:15]2[CH2:14][O:13][CH:12]=[CH:11][C:10]3=[CH:16][CH:17]([CH2:19][NH:20][C:34](=[O:35])[O:33][C:30]([CH3:32])([CH3:31])[CH3:29])[O:18][B:8]([C:9]=23)[O:7]1. The catalyst class is: 2. (2) Reactant: [OH-].[Na+].[Br:3][C:4]1[CH:9]=[CH:8][C:7]([N:10]2[C:21]3[C:13](=[C:14]4[N:18]([C:19](=[O:23])[C:20]=3[CH3:22])[CH2:17][CH2:16][CH2:15]4)[N:12]([S:24]([CH:27]3[CH2:29][CH2:28]3)(=[O:26])=[O:25])C2=O)=[C:6]([F:31])[CH:5]=1. Product: [Br:3][C:4]1[CH:9]=[CH:8][C:7]([NH:10][C:21]2[C:13]([NH:12][S:24]([CH:27]3[CH2:28][CH2:29]3)(=[O:25])=[O:26])=[C:14]3[N:18]([CH2:17][CH2:16][CH2:15]3)[C:19](=[O:23])[C:20]=2[CH3:22])=[C:6]([F:31])[CH:5]=1. The catalyst class is: 3. (3) Reactant: Cl.[Cl:2][C:3]1[C:11]([CH3:12])=[N:10][C:9]2[N:5]([N:6]=[C:7]3[CH2:15][N:14]([C:16]([C:18]4[CH:23]=[CH:22][C:21]([F:24])=[CH:20][C:19]=4[O:25][CH:26]4[CH2:31][CH2:30][NH:29][CH2:28][CH2:27]4)=[O:17])[CH2:13][C:8]3=2)[C:4]=1[CH3:32].C(=O)([O-])[O-].[K+].[K+].Br[CH2:40][CH2:41][OH:42]. Product: [Cl:2][C:3]1[C:11]([CH3:12])=[N:10][C:9]2[N:5]([N:6]=[C:7]3[CH2:15][N:14]([C:16]([C:18]4[CH:23]=[CH:22][C:21]([F:24])=[CH:20][C:19]=4[O:25][CH:26]4[CH2:31][CH2:30][N:29]([CH2:40][CH2:41][OH:42])[CH2:28][CH2:27]4)=[O:17])[CH2:13][C:8]3=2)[C:4]=1[CH3:32]. The catalyst class is: 3. (4) Reactant: [CH3:1][O:2][C:3]1[CH:11]=[C:10]2[C:6]([CH2:7][C:8](=[O:12])[NH:9]2)=[CH:5][CH:4]=1.[CH:13]([C:15]1[NH:19][C:18]2[CH2:20][CH2:21][CH2:22][CH2:23][CH2:24][C:17]=2[C:16]=1[CH2:25][CH2:26][C:27]([OH:29])=[O:28])=O.N1CCCCC1. Product: [CH3:1][O:2][C:3]1[CH:11]=[C:10]2[C:6](/[C:7](=[CH:13]/[C:15]3[NH:19][C:18]4[CH2:20][CH2:21][CH2:22][CH2:23][CH2:24][C:17]=4[C:16]=3[CH2:25][CH2:26][C:27]([OH:29])=[O:28])/[C:8](=[O:12])[NH:9]2)=[CH:5][CH:4]=1. The catalyst class is: 8. (5) Reactant: C1(C(C2C=CC=CC=2)=[N:8][C:9]2[CH:29]=[CH:28][C:12]3[C:13]4([CH2:26][CH3:27])[CH2:25][CH2:24][C:19]5([O:23][CH2:22][CH2:21][O:20]5)[CH2:18][CH:14]4[CH2:15][CH2:16][CH2:17][C:11]=3[CH:10]=2)C=CC=CC=1.C([O-])=O.[NH4+]. Product: [CH2:26]([C:13]12[CH2:25][CH2:24][C:19]3([O:20][CH2:21][CH2:22][O:23]3)[CH2:18][CH:14]1[CH2:15][CH2:16][CH2:17][C:11]1[CH:10]=[C:9]([NH2:8])[CH:29]=[CH:28][C:12]=12)[CH3:27]. The catalyst class is: 43.